This data is from Catalyst prediction with 721,799 reactions and 888 catalyst types from USPTO. The task is: Predict which catalyst facilitates the given reaction. Reactant: [C:1]([O:5][C:6](=[O:23])[NH:7][C:8]1[CH:13]=[CH:12][C:11]([CH:14]([CH2:19][N:20]=[N+]=[N-])[CH2:15][N:16]=[N+]=[N-])=[CH:10][CH:9]=1)([CH3:4])([CH3:3])[CH3:2]. The catalyst class is: 45. Product: [C:1]([O:5][C:6](=[O:23])[NH:7][C:8]1[CH:13]=[CH:12][C:11]([CH:14]([CH2:15][NH2:16])[CH2:19][NH2:20])=[CH:10][CH:9]=1)([CH3:4])([CH3:2])[CH3:3].